Dataset: Full USPTO retrosynthesis dataset with 1.9M reactions from patents (1976-2016). Task: Predict the reactants needed to synthesize the given product. (1) The reactants are: [C:1]1(B(O)O)[CH:6]=[CH:5][CH:4]=[CH:3][CH:2]=1.C(OC([O-])=O)([O-])=O.[Na+].[Na+].Br[C:20]1[CH:25]=[C:24]([CH2:26][CH2:27][CH2:28][Br:29])[CH:23]=[CH:22][C:21]=1[NH:30][C:31](=[O:35])[O:32][CH2:33][CH3:34].O. Given the product [Br:29][CH2:28][CH2:27][CH2:26][C:24]1[CH:23]=[CH:22][C:21]([NH:30][C:31](=[O:35])[O:32][CH2:33][CH3:34])=[C:20]([C:1]2[CH:6]=[CH:5][CH:4]=[CH:3][CH:2]=2)[CH:25]=1, predict the reactants needed to synthesize it. (2) Given the product [C:6]([O:26][C:23]([C:37]1[CH:42]=[CH:41][CH:40]=[CH:39][C:38]=1[C:2]1[NH:3][C:4]2[C:9]([C:10]=1[CH:11]1[CH2:16][CH2:15][CH2:14][CH2:13][CH2:12]1)=[CH:8][CH:7]=[C:6]([C:17]([O:19][CH3:20])=[O:18])[CH:5]=2)=[O:24])([CH3:17])([CH3:7])[CH3:5], predict the reactants needed to synthesize it. The reactants are: Br[C:2]1[NH:3][C:4]2[C:9]([C:10]=1[CH:11]1[CH2:16][CH2:15][CH2:14][CH2:13][CH2:12]1)=[CH:8][CH:7]=[C:6]([C:17]([O:19][CH3:20])=[O:18])[CH:5]=2.[Li+].[Cl-].[C:23]([O-:26])([O-])=[O:24].[Na+].[Na+].CC1(C)C(C)(C)OB([C:37]2[CH:42]=[CH:41][CH:40]=[CH:39][C:38]=2NC(=O)OC(C)(C)C)O1. (3) Given the product [CH3:24][N:25]([CH2:37][CH2:38][N:39]1[CH2:44][CH2:43][O:42][CH2:41][CH2:40]1)[C:26]([C:28]1[CH:29]=[C:30]([CH:34]=[CH:35][CH:36]=1)[C:31]([NH:1][C:2]1[CH:7]=[CH:6][C:5]([N:8]2[CH2:13][CH2:12][CH2:11][CH2:10][CH2:9]2)=[CH:4][C:3]=1[C:14]1[CH:15]=[C:16]([CH:21]=[CH:22][N:23]=1)[C:17]([O:19][CH3:20])=[O:18])=[O:32])=[O:27], predict the reactants needed to synthesize it. The reactants are: [NH2:1][C:2]1[CH:7]=[CH:6][C:5]([N:8]2[CH2:13][CH2:12][CH2:11][CH2:10][CH2:9]2)=[CH:4][C:3]=1[C:14]1[CH:15]=[C:16]([CH:21]=[CH:22][N:23]=1)[C:17]([O:19][CH3:20])=[O:18].[CH3:24][N:25]([CH2:37][CH2:38][N:39]1[CH2:44][CH2:43][O:42][CH2:41][CH2:40]1)[C:26]([C:28]1[CH:29]=[C:30]([CH:34]=[CH:35][CH:36]=1)[C:31](O)=[O:32])=[O:27].C(N(C(C)C)CC)(C)C.CN(C(ON1N=NC2C=CC=NC1=2)=[N+](C)C)C.F[P-](F)(F)(F)(F)F. (4) Given the product [SH:4][C:3]1[CH:5]=[CH:6][CH:7]=[CH:8][C:2]=1[C:1]([O:10][CH:12]([CH3:13])[CH3:11])=[O:9], predict the reactants needed to synthesize it. The reactants are: [C:1]([OH:10])(=[O:9])[C:2]1[C:3](=[CH:5][CH:6]=[CH:7][CH:8]=1)[SH:4].[CH3:11][CH:12](O)[CH3:13].S(=O)(=O)(O)O.C(=O)(O)[O-].[Na+]. (5) Given the product [Cl:1][C:2]1[C:3](=[O:8])[CH:4]=[CH:5][C:6](=[N:9][OH:10])[CH:7]=1, predict the reactants needed to synthesize it. The reactants are: [Cl:1][C:2]1[CH:7]=[CH:6][CH:5]=[CH:4][C:3]=1[OH:8].[N:9]([O-])=[O:10].[Na+]. (6) Given the product [CH3:24][O:23][C:19](=[O:22])[CH:20]=[CH:21][C:2]1[C:10]2[O:9][C:8]([C:11]3[CH:16]=[CH:15][C:14]([OH:17])=[CH:13][CH:12]=3)=[CH:7][C:6]=2[CH:5]=[C:4]([OH:18])[CH:3]=1, predict the reactants needed to synthesize it. The reactants are: Br[C:2]1[C:10]2[O:9][C:8]([C:11]3[CH:16]=[CH:15][C:14]([OH:17])=[CH:13][CH:12]=3)=[CH:7][C:6]=2[CH:5]=[C:4]([OH:18])[CH:3]=1.[C:19]([O:23][CH3:24])(=[O:22])[CH:20]=[CH2:21].C1(C)C=CC=CC=1P(C1C=CC=CC=1C)C1C=CC=CC=1C.Cl. (7) Given the product [Br:14][C:15]1[CH:16]=[CH:17][C:18]([F:23])=[C:19]([CH:22]=1)[CH2:20][N:4]1[CH2:5][CH2:6][N:1]([C:7]2[N:12]=[CH:11][NH:10][C:9](=[O:13])[CH:8]=2)[CH2:2][CH2:3]1, predict the reactants needed to synthesize it. The reactants are: [N:1]1([C:7]2[N:12]=[CH:11][NH:10][C:9](=[O:13])[CH:8]=2)[CH2:6][CH2:5][NH:4][CH2:3][CH2:2]1.[Br:14][C:15]1[CH:16]=[CH:17][C:18]([F:23])=[C:19]([CH:22]=1)[CH:20]=O. (8) Given the product [Br:1][C:2]1[C:3]([NH:18][C:15]2[CH:14]=[C:13]([CH:10]3[CH2:12][CH2:11]3)[NH:17][N:16]=2)=[N:4][C:5]([Cl:8])=[N:6][CH:7]=1, predict the reactants needed to synthesize it. The reactants are: [Br:1][C:2]1[C:3](Cl)=[N:4][C:5]([Cl:8])=[N:6][CH:7]=1.[CH:10]1([C:13]2[NH:17][N:16]=[C:15]([NH2:18])[CH:14]=2)[CH2:12][CH2:11]1.C(N(C(C)C)CC)(C)C. (9) Given the product [CH3:24][S:25]([OH:28])(=[O:27])=[O:26].[F:1][C:2]1[CH:7]=[CH:6][CH:5]=[CH:4][C:3]=1[CH2:8][O:9][C:10]1[CH:15]=[CH:14][C:13]([C@@H:16]2[NH:20][C@H:19]([C:21]([NH2:23])=[O:22])[CH2:18][CH2:17]2)=[CH:12][CH:11]=1, predict the reactants needed to synthesize it. The reactants are: [F:1][C:2]1[CH:7]=[CH:6][CH:5]=[CH:4][C:3]=1[CH2:8][O:9][C:10]1[CH:15]=[CH:14][C:13]([C@@H:16]2[NH:20][C@H:19]([C:21]([NH2:23])=[O:22])[CH2:18][CH2:17]2)=[CH:12][CH:11]=1.[CH3:24][S:25]([OH:28])(=[O:27])=[O:26].